Dataset: Full USPTO retrosynthesis dataset with 1.9M reactions from patents (1976-2016). Task: Predict the reactants needed to synthesize the given product. (1) Given the product [Cl:34][C:31]1[CH:32]=[CH:33][C:28]([C:24]2([OH:27])[CH2:25][CH2:26][N:21]([CH2:20][CH2:19][CH:18]=[C:17]3[C:16]4[CH:37]=[CH:38][CH:39]=[N:40][C:15]=4[CH2:14][O:13][C:12]4[CH:41]=[CH:42][C:9]([O:8][C:5]([CH3:6])([CH3:7])[CH2:4][OH:3])=[CH:10][C:11]3=4)[CH2:22][C:23]2([CH3:36])[CH3:35])=[CH:29][CH:30]=1, predict the reactants needed to synthesize it. The reactants are: C([O:3][C:4](=O)[C:5]([O:8][C:9]1[CH:42]=[CH:41][C:12]2[O:13][CH2:14][C:15]3[N:40]=[CH:39][CH:38]=[CH:37][C:16]=3[C:17](=[CH:18][CH2:19][CH2:20][N:21]3[CH2:26][CH2:25][C:24]([C:28]4[CH:33]=[CH:32][C:31]([Cl:34])=[CH:30][CH:29]=4)([OH:27])[C:23]([CH3:36])([CH3:35])[CH2:22]3)[C:11]=2[CH:10]=1)([CH3:7])[CH3:6])C.[H-].[Al+3].[Li+].[H-].[H-].[H-]. (2) Given the product [CH2:37]([C:29]1[N:28]([C:17]2[N:16]=[C:15]3[C:20]([N:21]=[C:13]([CH2:12][CH:10]4[CH2:11][N:8]([CH:4]5[CH2:5][CH2:6][O:1][CH2:2][CH2:3]5)[CH2:9]4)[N:14]3[CH3:39])=[C:19]([N:22]3[CH2:23][CH2:24][O:25][CH2:26][CH2:27]3)[N:18]=2)[C:32]2[CH:33]=[CH:34][CH:35]=[CH:36][C:31]=2[N:30]=1)[CH3:38], predict the reactants needed to synthesize it. The reactants are: [O:1]1[CH:6]=[CH:5][C:4](=O)[CH2:3][CH2:2]1.[NH:8]1[CH2:11][CH:10]([CH2:12][C:13]2[N:14]([CH3:39])[C:15]3[C:20]([N:21]=2)=[C:19]([N:22]2[CH2:27][CH2:26][O:25][CH2:24][CH2:23]2)[N:18]=[C:17]([N:28]2[C:32]4[CH:33]=[CH:34][CH:35]=[CH:36][C:31]=4[N:30]=[C:29]2[CH2:37][CH3:38])[N:16]=3)[CH2:9]1. (3) Given the product [F:20][C:21]1[CH:26]=[CH:25][CH:24]=[C:23]([F:27])[C:22]=1[C:28]([NH:18][C:15]1[CH:14]=[N:13][C:12]([C:3]2[C:2]([CH3:1])=[CH:11][C:6]3[O:7][CH2:8][CH2:9][O:10][C:5]=3[CH:4]=2)=[CH:17][N:16]=1)=[O:37], predict the reactants needed to synthesize it. The reactants are: [CH3:1][C:2]1[C:3]([C:12]2[N:13]=[CH:14][C:15]([NH2:18])=[N:16][CH:17]=2)=[CH:4][C:5]2[O:10][CH2:9][CH2:8][O:7][C:6]=2[CH:11]=1.[Cl-].[F:20][C:21]1[CH:26]=[CH:25][CH:24]=[C:23]([F:27])[CH:22]=1.[CH:28](N(C(C)C)CC)(C)C.[OH-:37].[Na+]. (4) Given the product [CH3:8][O:9][C:10]1[C:15]([C:16]([O:18][CH3:1])=[O:17])=[CH:14][N:13]=[C:12]([O:19][CH3:20])[CH:11]=1, predict the reactants needed to synthesize it. The reactants are: [CH3:1]OS(OC)(=O)=O.[CH3:8][O:9][C:10]1[C:15]([C:16]([OH:18])=[O:17])=[CH:14][N:13]=[C:12]([O:19][CH3:20])[CH:11]=1.C([O-])([O-])=O.[K+].[K+]. (5) Given the product [CH2:27]([O:26][CH2:25][CH2:24][O:22][CH2:21][CH:10]1[CH:9]([S:8][C:5]2[CH:4]=[CH:3][C:2]([Cl:1])=[CH:7][CH:6]=2)[C:18]2[C:13](=[C:14]([F:20])[CH:15]=[CH:16][C:17]=2[F:19])[O:12][CH2:11]1)[C:28]1[CH:33]=[CH:32][CH:31]=[CH:30][CH:29]=1, predict the reactants needed to synthesize it. The reactants are: [Cl:1][C:2]1[CH:7]=[CH:6][C:5]([S:8][C@@H:9]2[C:18]3[C:13](=[C:14]([F:20])[CH:15]=[CH:16][C:17]=3[F:19])[O:12][CH2:11][C@H:10]2[CH2:21][OH:22])=[CH:4][CH:3]=1.Br[CH2:24][CH2:25][O:26][CH2:27][C:28]1[CH:33]=[CH:32][CH:31]=[CH:30][CH:29]=1.[H-].[Na+].O. (6) Given the product [NH2:8][C:9]1[S:10][CH:11]=[C:12]([C:14]([O:16][CH2:17][P:18]([OH:23])([OH:20])=[O:19])=[O:15])[N:13]=1, predict the reactants needed to synthesize it. The reactants are: C([NH:8][C:9]1[S:10][CH:11]=[C:12]([C:14]([O:16][CH2:17][P:18]([O:23]CC)([O:20]CC)=[O:19])=[O:15])[N:13]=1)(OC(C)(C)C)=O.C1(OC)C=CC=CC=1. (7) Given the product [Br:1][C:2]1[CH:3]=[C:4]2[C:8](=[CH:9][CH:10]=1)[N:7]([C:12]1[NH:16][C:15]3[CH:17]=[CH:18][CH:19]=[CH:20][C:14]=3[N:13]=1)[CH2:6][CH2:5]2, predict the reactants needed to synthesize it. The reactants are: [Br:1][C:2]1[CH:3]=[C:4]2[C:8](=[CH:9][CH:10]=1)[NH:7][CH2:6][CH2:5]2.Cl[C:12]1[NH:16][C:15]2[CH:17]=[CH:18][CH:19]=[CH:20][C:14]=2[N:13]=1.O. (8) Given the product [CH:1]([N:14]1[CH2:19][CH2:18][CH:17]([CH2:20][O:21][C:22]2[C:30]([CH:33]3[CH2:35][CH2:34]3)=[CH:29][C:25]([C:26]([OH:28])=[O:27])=[C:24]([F:32])[CH:23]=2)[CH2:16][CH2:15]1)([C:8]1[CH:13]=[CH:12][CH:11]=[CH:10][CH:9]=1)[C:2]1[CH:7]=[CH:6][CH:5]=[CH:4][CH:3]=1, predict the reactants needed to synthesize it. The reactants are: [CH:1]([N:14]1[CH2:19][CH2:18][CH:17]([CH2:20][O:21][C:22]2[C:30](Cl)=[CH:29][C:25]([C:26]([OH:28])=[O:27])=[C:24]([F:32])[CH:23]=2)[CH2:16][CH2:15]1)([C:8]1[CH:13]=[CH:12][CH:11]=[CH:10][CH:9]=1)[C:2]1[CH:7]=[CH:6][CH:5]=[CH:4][CH:3]=1.[CH:33]1(B(O)O)[CH2:35][CH2:34]1.P([O-])([O-])([O-])=O.[K+].[K+].[K+].F[B-](F)(F)F.C1(P(C2CCCCC2)C2CCCCC2)CCCCC1. (9) Given the product [CH3:1][O:2][C:3]([C:5]1[C:13]2[C:8](=[CH:9][C:10]([Cl:14])=[CH:11][CH:12]=2)[N:7]([CH2:19][CH2:20][N:21]([CH3:23])[CH3:22])[CH:6]=1)=[O:4], predict the reactants needed to synthesize it. The reactants are: [CH3:1][O:2][C:3]([C:5]1[C:13]2[C:8](=[CH:9][C:10]([Cl:14])=[CH:11][CH:12]=2)[NH:7][CH:6]=1)=[O:4].[H-].[Na+].Cl.Cl[CH2:19][CH2:20][N:21]([CH3:23])[CH3:22]. (10) Given the product [CH3:17][CH:16]([CH3:18])[CH2:15][C@H:10]([O:9][C@H:8]([C:19]1[CH:24]=[CH:23][CH:22]=[CH:21][CH:20]=1)[C:5]1[CH:6]=[CH:7][C:2]([C:27]2[CH:26]=[N:25][C:34]3[C:29]([CH:28]=2)=[CH:30][CH:31]=[CH:32][CH:33]=3)=[CH:3][CH:4]=1)[C:11]([O:13][CH3:14])=[O:12], predict the reactants needed to synthesize it. The reactants are: Br[C:2]1[CH:7]=[CH:6][C:5]([C@@H:8]([C:19]2[CH:24]=[CH:23][CH:22]=[CH:21][CH:20]=2)[O:9][C@@H:10]([CH2:15][CH:16]([CH3:18])[CH3:17])[C:11]([O:13][CH3:14])=[O:12])=[CH:4][CH:3]=1.[N:25]1[C:34]2[C:29](=[CH:30][CH:31]=[CH:32][CH:33]=2)[CH:28]=[C:27](B(O)O)[CH:26]=1.